This data is from Forward reaction prediction with 1.9M reactions from USPTO patents (1976-2016). The task is: Predict the product of the given reaction. (1) Given the reactants [CH2:1]([NH:8][CH2:9][C@@H:10]1[CH2:15][CH2:14][C@H:13]([NH:16][C:17]2[N+:18]([O-:25])=[CH:19][C:20]([CH3:24])=[C:21](Cl)[CH:22]=2)[CH2:12][CH2:11]1)[C:2]1[CH:7]=[CH:6][CH:5]=[CH:4][CH:3]=1.[NH:26]([CH3:28])[CH3:27].C(O)CCC.C([O-])(O)=O.[Na+], predict the reaction product. The product is: [CH2:1]([NH:8][CH2:9][C@@H:10]1[CH2:15][CH2:14][C@H:13]([NH:16][C:17]2[N+:18]([O-:25])=[CH:19][C:20]([CH3:24])=[C:21]([N:26]([CH3:28])[CH3:27])[CH:22]=2)[CH2:12][CH2:11]1)[C:2]1[CH:7]=[CH:6][CH:5]=[CH:4][CH:3]=1. (2) Given the reactants [CH2:1]([O:3][C:4]([C:6]1([C:11]2[CH:16]=[CH:15][N:14]=[CH:13][CH:12]=2)[CH2:10][CH2:9][CH2:8][CH2:7]1)=[O:5])[CH3:2], predict the reaction product. The product is: [CH2:1]([O:3][C:4]([C:6]1([CH:11]2[CH2:16][CH2:15][NH:14][CH2:13][CH2:12]2)[CH2:10][CH2:9][CH2:8][CH2:7]1)=[O:5])[CH3:2]. (3) Given the reactants [F:1][C:2]1[C:3]([N:9]2[CH2:14][CH2:13][CH:12]([CH:15]3[CH2:20][CH2:19][N:18](C(OC(C)(C)C)=O)[CH2:17][CH2:16]3)[CH2:11][CH2:10]2)=[N:4][C:5]([CH3:8])=[N:6][CH:7]=1.C(O)(C(F)(F)F)=O, predict the reaction product. The product is: [F:1][C:2]1[C:3]([N:9]2[CH2:14][CH2:13][CH:12]([CH:15]3[CH2:20][CH2:19][NH:18][CH2:17][CH2:16]3)[CH2:11][CH2:10]2)=[N:4][C:5]([CH3:8])=[N:6][CH:7]=1. (4) Given the reactants [C:1](=[O:4])([O-])[O-].[Cs+].[Cs+].[CH2:7]1[CH2:17][CH2:16][N:15]2[C:10](=[N:11][CH2:12][CH2:13][CH2:14]2)[CH2:9][CH2:8]1.[C:18]([C:22]1[CH:27]=[CH:26][C:25](B(O)O)=[CH:24][CH:23]=1)([O:20][CH3:21])=[O:19], predict the reaction product. The product is: [CH2:9]([C:10]1[N:15]([CH2:16][CH2:17][C:7]2[CH:16]=[CH:17][CH:7]=[CH:8][CH:9]=2)[C:1](=[O:4])[C:13]2[C:12](=[C:12]([C:25]3[CH:26]=[CH:27][C:22]([C:18]([O:20][CH3:21])=[O:19])=[CH:23][CH:24]=3)[CH:13]=[CH:14][CH:14]=2)[N:11]=1)[CH3:8]. (5) Given the reactants [C:1]([O:5][C:6]([N:8]1[CH2:13][CH2:12][O:11][CH:10]([C:14]([OH:16])=O)[CH2:9]1)=[O:7])([CH3:4])([CH3:3])[CH3:2].Cl.CN(C)CCCN=C=NCC.O.ON1C2C=CC=CC=2N=N1.[CH3:40][NH:41][O:42][CH3:43], predict the reaction product. The product is: [CH3:43][O:42][N:41]([CH3:40])[C:14]([CH:10]1[O:11][CH2:12][CH2:13][N:8]([C:6]([O:5][C:1]([CH3:2])([CH3:3])[CH3:4])=[O:7])[CH2:9]1)=[O:16]. (6) The product is: [O:1]1[C:2]2[CH:9]=[CH:8][CH:7]=[CH:6][C:3]=2[CH:4]=[C:5]1[C:30]1([OH:33])[CH2:31][CH2:32][C:27]([CH2:20][C:21]2[CH:22]=[CH:23][CH:24]=[CH:25][CH:26]=2)([N:34]([CH3:36])[CH3:35])[CH2:28][CH2:29]1. Given the reactants [O:1]1[CH:5]=[CH:4][C:3]2[CH:6]=[CH:7][CH:8]=[CH:9][C:2]1=2.C([Li])(C)(C)C.CCCCC.[CH2:20]([C:27]1([N:34]([CH3:36])[CH3:35])[CH2:32][CH2:31][C:30](=[O:33])[CH2:29][CH2:28]1)[C:21]1[CH:26]=[CH:25][CH:24]=[CH:23][CH:22]=1, predict the reaction product.